The task is: Regression. Given a peptide amino acid sequence and an MHC pseudo amino acid sequence, predict their binding affinity value. This is MHC class I binding data.. This data is from Peptide-MHC class I binding affinity with 185,985 pairs from IEDB/IMGT. (1) The peptide sequence is IPQSLNSWWTSL. The MHC is H-2-Ld with pseudo-sequence H-2-Ld. The binding affinity (normalized) is 0.963. (2) The peptide sequence is KLIDVSKCI. The MHC is HLA-A02:12 with pseudo-sequence HLA-A02:12. The binding affinity (normalized) is 0.778. (3) The MHC is HLA-A02:11 with pseudo-sequence HLA-A02:11. The binding affinity (normalized) is 0.0847. The peptide sequence is MPFDPSELV. (4) The peptide sequence is STAEQLSKY. The MHC is HLA-A33:01 with pseudo-sequence HLA-A33:01. The binding affinity (normalized) is 0. (5) The peptide sequence is EDDRERLKV. The MHC is HLA-A24:02 with pseudo-sequence HLA-A24:02. The binding affinity (normalized) is 0.739. (6) The peptide sequence is GEIFGLLGP. The MHC is HLA-B08:01 with pseudo-sequence HLA-B08:01. The binding affinity (normalized) is 0.0847.